Dataset: Peptide-MHC class II binding affinity with 134,281 pairs from IEDB. Task: Regression. Given a peptide amino acid sequence and an MHC pseudo amino acid sequence, predict their binding affinity value. This is MHC class II binding data. The peptide sequence is HFLLRGPFEASWAIK. The MHC is DRB1_0404 with pseudo-sequence DRB1_0404. The binding affinity (normalized) is 0.322.